This data is from Reaction yield outcomes from USPTO patents with 853,638 reactions. The task is: Predict the reaction yield, written as a fraction of the theoretical maximum amount of product (1.0 means a 100% yield; for example, 0.34 means a 34% yield). The reactants are [F:1][C:2]1[CH:7]=[CH:6][C:5]([F:8])=[CH:4][C:3]=1[C@H:9]1[CH2:13][CH2:12][CH2:11][N:10]1[C:14]1[CH:19]=[CH:18][N:17]2[N:20]=[CH:21][C:22]([C:23](O)=[O:24])=[C:16]2[N:15]=1.CN(C(ON1N=NC2C=CC=NC1=2)=[N+](C)C)C.F[P-](F)(F)(F)(F)F.[C:50]([NH2:54])([CH3:53])([CH3:52])[CH3:51].C(N(C(C)C)CC)(C)C. The catalyst is CN(C=O)C.O. The product is [C:50]([NH:54][C:23]([C:22]1[CH:21]=[N:20][N:17]2[CH:18]=[CH:19][C:14]([N:10]3[CH2:11][CH2:12][CH2:13][C@@H:9]3[C:3]3[CH:4]=[C:5]([F:8])[CH:6]=[CH:7][C:2]=3[F:1])=[N:15][C:16]=12)=[O:24])([CH3:53])([CH3:52])[CH3:51]. The yield is 0.900.